This data is from Full USPTO retrosynthesis dataset with 1.9M reactions from patents (1976-2016). The task is: Predict the reactants needed to synthesize the given product. Given the product [Cl:8][C:7]1[CH:6]=[CH:5][C:4]([B:9]([OH:11])[OH:10])=[CH:3][C:2]=1[NH:1][C:25](=[O:26])[C:24]1[CH:23]=[CH:22][C:21]([O:20][CH2:19][C:14]2[CH:15]=[CH:16][CH:17]=[CH:18][N:13]=2)=[CH:29][CH:28]=1, predict the reactants needed to synthesize it. The reactants are: [NH2:1][C:2]1[CH:3]=[C:4]([B:9]([OH:11])[OH:10])[CH:5]=[CH:6][C:7]=1[Cl:8].Cl.[N:13]1[CH:18]=[CH:17][CH:16]=[CH:15][C:14]=1[CH2:19][O:20][C:21]1[CH:29]=[CH:28][C:24]([C:25](O)=[O:26])=[CH:23][CH:22]=1.CCN(C(C)C)C(C)C.CN(C(ON1N=NC2C=CC=NC1=2)=[N+](C)C)C.F[P-](F)(F)(F)(F)F.